Dataset: Peptide-MHC class II binding affinity with 134,281 pairs from IEDB. Task: Regression. Given a peptide amino acid sequence and an MHC pseudo amino acid sequence, predict their binding affinity value. This is MHC class II binding data. (1) The peptide sequence is IDLNVLLSAAINFFL. The MHC is HLA-DQA10501-DQB10201 with pseudo-sequence HLA-DQA10501-DQB10201. The binding affinity (normalized) is 0.256. (2) The peptide sequence is YDKFLANISTVLTGK. The MHC is DRB1_1001 with pseudo-sequence DRB1_1001. The binding affinity (normalized) is 0.749. (3) The peptide sequence is TNIRQAGVQY. The MHC is DRB1_1101 with pseudo-sequence DRB1_1101. The binding affinity (normalized) is 0. (4) The peptide sequence is FAVVDLNKMRAVWVD. The MHC is HLA-DQA10501-DQB10201 with pseudo-sequence HLA-DQA10501-DQB10201. The binding affinity (normalized) is 0.324. (5) The peptide sequence is GIDIFASKNFHLQKN. The MHC is DRB1_1201 with pseudo-sequence DRB1_1201. The binding affinity (normalized) is 0.503. (6) The binding affinity (normalized) is 0.192. The peptide sequence is EEDIEIIKIQEEEY. The MHC is HLA-DPA10201-DPB10501 with pseudo-sequence HLA-DPA10201-DPB10501. (7) The peptide sequence is AETAVNTLFEKLEPM. The MHC is DRB1_0802 with pseudo-sequence DRB1_0802. The binding affinity (normalized) is 0.527.